This data is from Peptide-MHC class I binding affinity with 185,985 pairs from IEDB/IMGT. The task is: Regression. Given a peptide amino acid sequence and an MHC pseudo amino acid sequence, predict their binding affinity value. This is MHC class I binding data. (1) The peptide sequence is LGKRIKGTI. The MHC is Mamu-B3901 with pseudo-sequence Mamu-B3901. The binding affinity (normalized) is 0. (2) The peptide sequence is ARWMISSAL. The MHC is HLA-B08:01 with pseudo-sequence HLA-B08:01. The binding affinity (normalized) is 0.0847. (3) The peptide sequence is FLKDVMESM. The MHC is HLA-B15:09 with pseudo-sequence HLA-B15:09. The binding affinity (normalized) is 0.0847. (4) The peptide sequence is CLEWLRAKRK. The MHC is HLA-A11:01 with pseudo-sequence HLA-A11:01. The binding affinity (normalized) is 0.0870. (5) The peptide sequence is LPMTVAAMGV. The MHC is HLA-B07:02 with pseudo-sequence HLA-B07:02. The binding affinity (normalized) is 0.637. (6) The peptide sequence is IVTDSQYAL. The MHC is HLA-A31:01 with pseudo-sequence HLA-A31:01. The binding affinity (normalized) is 0.0380.